From a dataset of Reaction yield outcomes from USPTO patents with 853,638 reactions. Predict the reaction yield, written as a fraction of the theoretical maximum amount of product (1.0 means a 100% yield; for example, 0.34 means a 34% yield). The reactants are [Br:1][C:2]1[CH:3]=[C:4]([NH2:8])[CH:5]=[N:6][CH:7]=1.[F:9][C:10]([F:21])([F:20])[C:11](O[C:11](=[O:12])[C:10]([F:21])([F:20])[F:9])=[O:12].C([O-])(O)=O.[Na+]. The catalyst is C1COCC1. The product is [Br:1][C:2]1[CH:3]=[C:4]([NH:8][C:11](=[O:12])[C:10]([F:21])([F:20])[F:9])[CH:5]=[N:6][CH:7]=1. The yield is 0.960.